Dataset: Forward reaction prediction with 1.9M reactions from USPTO patents (1976-2016). Task: Predict the product of the given reaction. (1) Given the reactants [F:1][C:2]1[CH:15]=[C:14]([N+:16]([O-:18])=[O:17])[CH:13]=[CH:12][C:3]=1[O:4][C:5]1[CH:10]=[CH:9][N:8]=[C:7]([NH2:11])[CH:6]=1.[CH2:19]([N:21]([CH2:24][CH3:25])[CH2:22]C)[CH3:20].ClC(OC1C=CC=CC=1)=[O:28].N1CCCC1, predict the reaction product. The product is: [F:1][C:2]1[CH:15]=[C:14]([N+:16]([O-:18])=[O:17])[CH:13]=[CH:12][C:3]=1[O:4][C:5]1[CH:10]=[CH:9][N:8]=[C:7]([NH:11][C:22]([N:21]2[CH2:24][CH2:25][CH2:20][CH2:19]2)=[O:28])[CH:6]=1. (2) Given the reactants O1CCOCC1.[ClH:7].[C:8]([NH:11][C:12]1[CH:17]=[CH:16][C:15]([CH2:18][CH2:19][C:20]2[CH:25]=[CH:24][C:23]([CH2:26][C:27]([NH:29][NH:30]C(OC(C)(C)C)=O)=[O:28])=[CH:22][CH:21]=2)=[CH:14][CH:13]=1)(=[O:10])[CH3:9], predict the reaction product. The product is: [ClH:7].[NH:29]([C:27]([CH2:26][C:23]1[CH:22]=[CH:21][C:20]([CH2:19][CH2:18][C:15]2[CH:14]=[CH:13][C:12]([NH:11][C:8](=[O:10])[CH3:9])=[CH:17][CH:16]=2)=[CH:25][CH:24]=1)=[O:28])[NH2:30].